Dataset: Retrosynthesis with 50K atom-mapped reactions and 10 reaction types from USPTO. Task: Predict the reactants needed to synthesize the given product. (1) Given the product CN(Cc1ccccc1)C1(C#N)CCCC1, predict the reactants needed to synthesize it. The reactants are: CN(C)C1(C#N)CCCC1.CNCc1ccccc1. (2) Given the product Nc1ncnn2c(CCO)cc(-c3ccc4cn(Cc5ccccc5)nc4c3)c12, predict the reactants needed to synthesize it. The reactants are: CC1(C)OB(c2ccc3cn(Cc4ccccc4)nc3c2)OC1(C)C.Nc1ncnn2c(CCO)cc(Br)c12. (3) Given the product Cc1c(C)c2c(c(C)c1OCc1ccccc1)C(=O)C(C)(C)O2, predict the reactants needed to synthesize it. The reactants are: BrCc1ccccc1.Cc1c(C)c2c(c(C)c1O)C(=O)C(C)(C)O2.